This data is from Full USPTO retrosynthesis dataset with 1.9M reactions from patents (1976-2016). The task is: Predict the reactants needed to synthesize the given product. (1) Given the product [OH:13][C:10]1[CH:9]=[CH:8][C:7]([N:1]2[CH2:2][CH2:3][N:4]([C:15](=[O:16])[CH3:14])[CH2:5][CH2:6]2)=[CH:12][CH:11]=1, predict the reactants needed to synthesize it. The reactants are: [N:1]1([C:7]2[CH:12]=[CH:11][C:10]([OH:13])=[CH:9][CH:8]=2)[CH2:6][CH2:5][NH:4][CH2:3][CH2:2]1.[CH3:14][C:15](OC(C)=O)=[O:16].C([O-])([O-])=O.[K+].[K+]. (2) Given the product [CH:8]1[CH:9]=[CH:10][C:11]([NH:2][C:3](/[CH:19]=[N:13]/[OH:37])=[O:12])=[CH:6][CH:7]=1, predict the reactants needed to synthesize it. The reactants are: Br[N:2]1[C:11]2[C:6](=[CH:7][CH:8]=[CH:9][CH:10]=2)CN[C:3]1=[O:12].[N:13]1([C:19](OC(C)(C)C)=O)CCNCC1.BrNC1C=CC=CC=1.ClC(Cl)(Cl)C(O)[OH:37].Cl.NO. (3) Given the product [CH3:14][O:13][C:3]1[CH:4]=[C:5]([CH2:10][O:11][CH3:12])[CH:6]=[C:7]([O:8][CH3:9])[C:2]=1[O:22][B:23]([OH:26])[OH:24], predict the reactants needed to synthesize it. The reactants are: Br[C:2]1[C:7]([O:8][CH3:9])=[CH:6][C:5]([CH2:10][O:11][CH3:12])=[CH:4][C:3]=1[O:13][CH3:14].CCCCCC.C[O:22][B:23]([O:26]C)[O:24]C.Cl. (4) Given the product [CH3:1][S:2]([C:3]1[N:4]=[CH:5][C:6]2[CH:12]=[CH:11][C:10](=[O:13])[N:9]([C:14]3[CH:15]=[C:16]([NH:20][C:21](=[O:24])[CH:22]=[CH2:23])[CH:17]=[CH:18][CH:19]=3)[C:7]=2[N:8]=1)=[O:33], predict the reactants needed to synthesize it. The reactants are: [CH3:1][S:2][C:3]1[N:4]=[CH:5][C:6]2[CH:12]=[CH:11][C:10](=[O:13])[N:9]([C:14]3[CH:15]=[C:16]([NH:20][C:21](=[O:24])[CH:22]=[CH2:23])[CH:17]=[CH:18][CH:19]=3)[C:7]=2[N:8]=1.C1C=C(Cl)C=C(C(OO)=[O:33])C=1. (5) Given the product [O:1]1[CH:5]=[CH:4][CH:3]=[C:2]1[C:6]1[N:14]=[C:13]([O:1][CH:2]([CH3:6])[CH3:3])[N:12]=[C:11]2[C:7]=1[N:8]=[CH:9][N:10]2[CH2:18][C:19]1[CH:20]=[CH:21][C:22]([O:25][CH3:26])=[CH:23][CH:24]=1, predict the reactants needed to synthesize it. The reactants are: [O:1]1[CH:5]=[CH:4][CH:3]=[C:2]1[C:6]1[N:14]=[C:13]([N+]([O-])=O)[N:12]=[C:11]2[C:7]=1[N:8]=[CH:9][N:10]2[CH2:18][C:19]1[CH:24]=[CH:23][C:22]([O:25][CH3:26])=[CH:21][CH:20]=1.[C-]#N.[K+].C(Cl)Cl.